This data is from Full USPTO retrosynthesis dataset with 1.9M reactions from patents (1976-2016). The task is: Predict the reactants needed to synthesize the given product. (1) Given the product [CH3:19][O:1][C:2]1[C:6]([CH3:13])([CH2:7][CH2:8][CH2:9][CH2:10][CH2:11][CH3:12])[S:5][C:4](=[O:14])[CH:3]=1, predict the reactants needed to synthesize it. The reactants are: [OH:1][C:2]1[C:6]([CH3:13])([CH2:7][CH2:8][CH2:9][CH2:10][CH2:11][CH3:12])[S:5][C:4](=[O:14])[CH:3]=1.S(OC)(O[CH3:19])(=O)=O. (2) Given the product [NH2:1][C:2]([C:7]1[CH:16]=[CH:15][C:14]2[C:9](=[CH:10][CH:11]=[C:12]([O:17][C:18]3[CH:23]=[CH:22][C:21]([O:24][CH2:25][CH2:26][CH2:27][CH2:28][CH3:29])=[CH:20][CH:19]=3)[CH:13]=2)[CH:8]=1)([CH2:3][OH:4])[CH2:5][OH:6], predict the reactants needed to synthesize it. The reactants are: [NH2:1][C:2]([C:7]1[CH:16]=[CH:15][C:14]2[C:9](=[CH:10][CH:11]=[C:12]([O:17][C:18]3[CH:23]=[CH:22][C:21]([O:24][C:25]4C=[CH:29][CH:28]=[CH:27][CH:26]=4)=[CH:20][CH:19]=3)[CH:13]=2)[CH:8]=1)([CH2:5][OH:6])[CH2:3][OH:4].CC1(C)OCC(C2C=CC3C(=CC=C(OC4C=CC(OCCCCC)=CC=4)C=3)C=2)(N)CO1. (3) Given the product [CH:1]([N:14]1[CH2:17][CH:28]([C:27]([OH:29])=[O:26])[CH2:15]1)([C:8]1[CH:9]=[CH:10][CH:11]=[CH:12][CH:13]=1)[C:2]1[CH:7]=[CH:6][CH:5]=[CH:4][CH:3]=1, predict the reactants needed to synthesize it. The reactants are: [CH:1]([N:14]1[CH2:17]C(C#N)[CH2:15]1)([C:8]1[CH:13]=[CH:12][CH:11]=[CH:10][CH:9]=1)[C:2]1[CH:7]=[CH:6][CH:5]=[CH:4][CH:3]=1.[OH-].[K+].Cl.[Cl-].[Na+].C[O:26][CH:27]([OH:29])[CH3:28]. (4) Given the product [C:18]([C:17]1[CH:16]=[C:15]([C:20]2[O:24][N:23]=[C:22]([C:25]3[CH:35]=[CH:34][C:28]4[CH2:29][CH2:30][N:31]([C:48]([C@@H:44]([NH:43][C:41](=[O:42])[O:40][C:37]([CH3:39])([CH3:38])[CH3:36])[C@H:45]([OH:46])[CH3:47])=[O:49])[CH2:32][CH2:33][C:27]=4[CH:26]=3)[N:21]=2)[CH:14]=[N:13][C:12]=1[O:11][CH:9]([CH3:8])[CH3:10])#[N:19], predict the reactants needed to synthesize it. The reactants are: FC(F)(F)C(O)=O.[CH3:8][CH:9]([O:11][C:12]1[C:17]([C:18]#[N:19])=[CH:16][C:15]([C:20]2[O:24][N:23]=[C:22]([C:25]3[CH:35]=[CH:34][C:28]4[CH2:29][CH2:30][NH:31][CH2:32][CH2:33][C:27]=4[CH:26]=3)[N:21]=2)=[CH:14][N:13]=1)[CH3:10].[CH3:36][C:37]([O:40][C:41]([NH:43][C@H:44]([C:48](O)=[O:49])[C@@H:45]([CH3:47])[OH:46])=[O:42])([CH3:39])[CH3:38].CCN(C(C)C)C(C)C.CN(C(ON1N=NC2C=CC=NC1=2)=[N+](C)C)C.F[P-](F)(F)(F)(F)F.